This data is from Full USPTO retrosynthesis dataset with 1.9M reactions from patents (1976-2016). The task is: Predict the reactants needed to synthesize the given product. (1) The reactants are: Br[CH2:2][CH2:3][O:4][C:5]1[CH:10]=[CH:9][C:8]([C:11]2[C:15]3[CH:16]=[CH:17][C:18]([F:20])=[CH:19][C:14]=3[O:13][N:12]=2)=[CH:7][CH:6]=1.[CH2:21]([NH2:28])[C:22]1[CH:27]=[CH:26][CH:25]=[CH:24][CH:23]=1.C(=O)([O-])[O-].[K+].[K+].[I-].[K+]. Given the product [CH2:21]([NH:28][CH2:2][CH2:3][O:4][C:5]1[CH:10]=[CH:9][C:8]([C:11]2[C:15]3[CH:16]=[CH:17][C:18]([F:20])=[CH:19][C:14]=3[O:13][N:12]=2)=[CH:7][CH:6]=1)[C:22]1[CH:27]=[CH:26][CH:25]=[CH:24][CH:23]=1, predict the reactants needed to synthesize it. (2) Given the product [C:27]1([C:20]2[C:19]3[C:14](=[CH:15][CH:16]=[CH:17][CH:18]=3)[C:13]([C:9]3[CH:10]=[C:11]4[C:6]([CH:5]=[CH:4][C:3]([OH:2])=[CH:12]4)=[CH:7][CH:8]=3)=[C:26]3[C:21]=2[CH:22]=[CH:23][CH:24]=[CH:25]3)[C:36]2[C:31](=[CH:32][CH:33]=[CH:34][CH:35]=2)[CH:30]=[CH:29][CH:28]=1, predict the reactants needed to synthesize it. The reactants are: C[O:2][C:3]1[CH:12]=[C:11]2[C:6]([CH:7]=[CH:8][C:9]([C:13]3[C:14]4[C:19]([C:20]([C:27]5[C:36]6[C:31](=[CH:32][CH:33]=[CH:34][CH:35]=6)[CH:30]=[CH:29][CH:28]=5)=[C:21]5[C:26]=3[CH:25]=[CH:24][CH:23]=[CH:22]5)=[CH:18][CH:17]=[CH:16][CH:15]=4)=[CH:10]2)=[CH:5][CH:4]=1.Cl.N1C=CC=CC=1.CN1CCCC1=O.